Task: Predict the reactants needed to synthesize the given product.. Dataset: Full USPTO retrosynthesis dataset with 1.9M reactions from patents (1976-2016) (1) Given the product [Br:1][C:2]1[CH:10]=[CH:9][C:5]([C:6]([NH:16][CH2:15][C:14]([F:18])([F:17])[F:13])=[O:8])=[CH:4][C:3]=1[O:11][CH3:12], predict the reactants needed to synthesize it. The reactants are: [Br:1][C:2]1[CH:10]=[CH:9][C:5]([C:6]([OH:8])=O)=[CH:4][C:3]=1[O:11][CH3:12].[F:13][C:14]([F:18])([F:17])[CH2:15][NH2:16].CN(C(ON1N=NC2C=CC=NC1=2)=[N+](C)C)C.F[P-](F)(F)(F)(F)F.CCN(C(C)C)C(C)C.C(=O)(O)[O-].[Na+]. (2) The reactants are: [NH2:1][C:2]1[S:3][CH:4]=[C:5]([C:7](=[N:37][O:38][C:39]([C:42]([OH:44])=[O:43])(C)C)[C:8]([NH:10][CH:11]2[C:35](=[O:36])[N:13]3[C:14]([C:32]([OH:34])=[O:33])=[C:15]([CH:18]=[CH:19][C:20]4[CH:25]=[CH:24][C:23]([N+:26]([O-:28])=[O:27])=[CH:22][C:21]=4[N+]([O-])=O)[CH2:16][S:17][C@H:12]23)=[O:9])[N:6]=1.NC1SC=C(C(=NOCC(O)=O)C(NC2C(=O)N3C(C(O)=O)=C(C=CC4C=CC([N+]([O-])=O)=CC=4[N+]([O-])=O)CS[C@H]23)=O)N=1. Given the product [NH2:1][C:2]1[S:3][CH:4]=[C:5]([C:7](=[N:37][O:38][CH2:39][C:42]([OH:44])=[O:43])[C:8]([NH:10][CH:11]2[C:35](=[O:36])[N:13]3[C:14]([C:32]([OH:34])=[O:33])=[C:15]([CH:18]=[CH:19][C:20]4[CH:21]=[CH:22][C:23]([N+:26]([O-:28])=[O:27])=[CH:24][CH:25]=4)[CH2:16][S:17][C@H:12]23)=[O:9])[N:6]=1, predict the reactants needed to synthesize it.